This data is from Catalyst prediction with 721,799 reactions and 888 catalyst types from USPTO. The task is: Predict which catalyst facilitates the given reaction. (1) Reactant: [C:1]1(=[O:10])[C:9]2[C:4](=[CH:5][CH:6]=[CH:7][CH:8]=2)[CH2:3][NH:2]1.[N+:11]([O-])([O-:13])=[O:12].[K+]. Product: [N+:11]([C:7]1[CH:8]=[C:9]2[C:4]([CH2:3][NH:2][C:1]2=[O:10])=[CH:5][CH:6]=1)([O-:13])=[O:12]. The catalyst class is: 65. (2) Reactant: [CH3:1][C:2]1[O:3][C:4]2[C:9]([C:10](=[O:12])[CH:11]=1)=[CH:8][CH:7]=[CH:6][C:5]=2/[CH:13]=C/C.[O:16]=[O+][O-].CSC. Product: [CH3:1][C:2]1[O:3][C:4]2[C:9]([C:10](=[O:12])[CH:11]=1)=[CH:8][CH:7]=[CH:6][C:5]=2[CH:13]=[O:16]. The catalyst class is: 4. (3) Reactant: [CH3:1][O:2][C:3]1[CH:4]=[CH:5][CH:6]=[C:7]2[C:12]=1[N:11]=[CH:10][CH:9]=[C:8]2[C:13](OC)=[O:14].[BH4-].[Na+].CO. Product: [CH3:1][O:2][C:3]1[CH:4]=[CH:5][CH:6]=[C:7]2[C:12]=1[N:11]=[CH:10][CH:9]=[C:8]2[CH2:13][OH:14]. The catalyst class is: 1. (4) Reactant: [NH:1]1[CH:5]=[CH:4][C:3]([C:6]2[CH:15]=[CH:14][C:9]([C:10]([O:12][CH3:13])=[O:11])=[CH:8][CH:7]=2)=[CH:2]1.[F:16][C:17]([F:26])([F:25])[C:18]1[CH:23]=[CH:22][C:21](I)=[CH:20][CH:19]=1.C(N)CN.[O-]P(OP(OP([O-])([O-])=O)([O-])=O)(=O)[O-].[K+].[K+].[K+].[K+].[K+]. Product: [F:16][C:17]([F:26])([F:25])[C:18]1[CH:23]=[CH:22][C:21]([N:1]2[CH:5]=[CH:4][C:3]([C:6]3[CH:7]=[CH:8][C:9]([C:10]([O:12][CH3:13])=[O:11])=[CH:14][CH:15]=3)=[CH:2]2)=[CH:20][CH:19]=1. The catalyst class is: 185. (5) Reactant: C[O:2][C:3](=O)[CH2:4][O:5][C:6]1[CH:11]=[CH:10][C:9]([C:12]#[N:13])=[CH:8][CH:7]=1.O.[NH2:16][NH2:17]. Product: [C:12]([C:9]1[CH:10]=[CH:11][C:6]([O:5][CH2:4][C:3]([NH:16][NH2:17])=[O:2])=[CH:7][CH:8]=1)#[N:13]. The catalyst class is: 5. (6) Reactant: [Cl:1][C:2]1[CH:7]=[CH:6][C:5]([NH:8][C:9]([C:11]2[O:12][CH:13]=[CH:14][CH:15]=2)=[O:10])=[CH:4][C:3]=1[C:16]1[NH:17][C:18]2[C:19]([N:27]=1)=[N:20][CH:21]=[C:22]([N+:24]([O-])=O)[CH:23]=2.O.O.Cl[Sn]Cl. Product: [NH2:24][C:22]1[CH:23]=[C:18]2[NH:17][C:16]([C:3]3[CH:4]=[C:5]([NH:8][C:9]([C:11]4[O:12][CH:13]=[CH:14][CH:15]=4)=[O:10])[CH:6]=[CH:7][C:2]=3[Cl:1])=[N:27][C:19]2=[N:20][CH:21]=1. The catalyst class is: 8. (7) Reactant: [CH2:1]([NH:3][CH2:4][C:5]1[CH:10]=[CH:9][C:8]([CH2:11][N:12]2[CH2:17][CH2:16][N:15]([C:18]3[C:23]([C:24]([O:26][CH:27]([CH3:29])[CH3:28])=[O:25])=[CH:22][CH:21]=[CH:20][N:19]=3)[CH2:14][CH2:13]2)=[CH:7][CH:6]=1)[CH3:2].[Cl:30][C:31]1[CH:36]=[CH:35][CH:34]=[C:33]([F:37])[C:32]=1[CH2:38][CH2:39][CH:40]=O.C(O)(=O)C.C([BH3-])#N.[Na+]. Product: [CH3:29][CH:27]([O:26][C:24]([C:23]1[C:18]([N:15]2[CH2:14][CH2:13][N:12]([CH2:11][C:8]3[CH:7]=[CH:6][C:5]([CH2:4][N:3]([CH2:40][CH2:39][CH2:38][C:32]4[C:33]([F:37])=[CH:34][CH:35]=[CH:36][C:31]=4[Cl:30])[CH2:1][CH3:2])=[CH:10][CH:9]=3)[CH2:17][CH2:16]2)=[N:19][CH:20]=[CH:21][CH:22]=1)=[O:25])[CH3:28]. The catalyst class is: 5. (8) Reactant: [Br:1][C:2]1[CH:3]=[C:4]([CH3:17])[C:5]([C:8]2(C(O)=O)[CH2:13][CH2:12][O:11][CH2:10][CH2:9]2)=[N:6][CH:7]=1.O. Product: [Br:1][C:2]1[CH:3]=[C:4]([CH3:17])[C:5]([CH:8]2[CH2:13][CH2:12][O:11][CH2:10][CH2:9]2)=[N:6][CH:7]=1. The catalyst class is: 16. (9) Reactant: C([CH:3]1[CH2:8][CH2:7][CH2:6][CH2:5][N:4]1[C:9]([O:11][C:12]([CH3:15])([CH3:14])[CH3:13])=[O:10])C.[F:16][C:17]([F:21])([F:20])[CH2:18]I. Product: [CH2:12]([O:11][C:9]([C:7]1([CH2:18][C:17]([F:21])([F:20])[F:16])[CH2:8][CH2:3][N:4]([C:9]([O:11][C:12]([CH3:13])([CH3:14])[CH3:15])=[O:10])[CH2:5][CH2:6]1)=[O:10])[CH3:13]. The catalyst class is: 1. (10) Reactant: [CH:1]1([C@H:5]([NH:7][C:8]2[N:16]=[C:15]([C:17]([O:19]CC)=[CH2:18])[N:14]=[C:13]3[C:9]=2[N:10]([CH2:31][C@H:32]2[CH2:37][CH2:36][C@H:35]([CH3:38])[CH2:34][CH2:33]2)[C:11]([C:22]2[CH:27]=[C:26]([CH:28]([CH3:30])[CH3:29])[CH:25]=[CH:24][N:23]=2)=[N:12]3)[CH3:6])[CH2:4][CH2:3][CH2:2]1.Cl. Product: [CH:1]1([C@H:5]([NH:7][C:8]2[N:16]=[C:15]([C:17](=[O:19])[CH3:18])[N:14]=[C:13]3[C:9]=2[N:10]([CH2:31][C@H:32]2[CH2:37][CH2:36][C@H:35]([CH3:38])[CH2:34][CH2:33]2)[C:11]([C:22]2[CH:27]=[C:26]([CH:28]([CH3:30])[CH3:29])[CH:25]=[CH:24][N:23]=2)=[N:12]3)[CH3:6])[CH2:2][CH2:3][CH2:4]1. The catalyst class is: 692.